This data is from Forward reaction prediction with 1.9M reactions from USPTO patents (1976-2016). The task is: Predict the product of the given reaction. Given the reactants [OH:1][C@@:2]1([CH2:39][O:40][CH3:41])[CH2:7][CH2:6][CH2:5][CH2:4][C@H:3]1[N:8]1[C:12]([C:13]2[CH:18]=[CH:17][CH:16]=[CH:15][CH:14]=2)=[C:11]([C:19]([N:21]2[CH2:26][CH2:25][NH:24][CH2:23][C@H:22]2[CH2:27][CH2:28][O:29][C:30]2[CH:35]=[CH:34][CH:33]=[CH:32][C:31]=2[C:36](=[O:38])[CH3:37])=[O:20])[N:10]=[CH:9]1.N1(C[C@@H]2NCCN(C(OC(C)(C)C)=O)C2)C=CN=C1.[BH4-].[Na+].C(=O)([O-])O.[Na+], predict the reaction product. The product is: [OH:38][CH:36]([C:31]1[CH:32]=[CH:33][CH:34]=[CH:35][C:30]=1[O:29][CH2:28][CH2:27][C@@H:22]1[CH2:23][NH:24][CH2:25][CH2:26][N:21]1[C:19]([C:11]1[N:10]=[CH:9][N:8]([C@@H:3]2[CH2:4][CH2:5][CH2:6][CH2:7][C@:2]2([CH2:39][O:40][CH3:41])[OH:1])[C:12]=1[C:13]1[CH:18]=[CH:17][CH:16]=[CH:15][CH:14]=1)=[O:20])[CH3:37].